From a dataset of Full USPTO retrosynthesis dataset with 1.9M reactions from patents (1976-2016). Predict the reactants needed to synthesize the given product. Given the product [CH:1]1([CH2:7][CH2:8][CH2:9][C@@H:10]([C:16]2[O:20][N:19]=[C:18]([C:21]3[CH:22]=[C:23]([CH:29]=[CH:30][N:31]=3)[C:24]([OH:26])=[O:25])[N:17]=2)[CH2:11][C:12]([NH:14][OH:15])=[O:13])[CH2:6][CH2:5][CH2:4][CH2:3][CH2:2]1, predict the reactants needed to synthesize it. The reactants are: [CH:1]1([CH2:7][CH2:8][CH2:9][C@@H:10]([C:16]2[O:20][N:19]=[C:18]([C:21]3[CH:22]=[C:23]([CH:29]=[CH:30][N:31]=3)[C:24]([O:26]CC)=[O:25])[N:17]=2)[CH2:11][C:12]([NH:14][OH:15])=[O:13])[CH2:6][CH2:5][CH2:4][CH2:3][CH2:2]1.[OH-].[Li+].